The task is: Predict the reactants needed to synthesize the given product.. This data is from Full USPTO retrosynthesis dataset with 1.9M reactions from patents (1976-2016). (1) Given the product [CH3:9][C:4]1[CH:5]=[C:6]([C:16]2[CH:15]=[CH:14][CH:13]=[C:12]([C:11]([F:22])([F:21])[F:10])[CH:17]=2)[N:7]=[C:2]([NH2:1])[N:3]=1, predict the reactants needed to synthesize it. The reactants are: [NH2:1][C:2]1[N:7]=[C:6](Cl)[CH:5]=[C:4]([CH3:9])[N:3]=1.[F:10][C:11]([F:22])([F:21])[C:12]1[CH:13]=[C:14](B(O)O)[CH:15]=[CH:16][CH:17]=1. (2) The reactants are: [Cl:1][C:2]1[N:7]=[C:6]([C:8]2[S:12][C:11]([C:13]([CH3:16])([CH3:15])[CH3:14])=[N:10][C:9]=2[C:17]2[CH:18]=[C:19]([NH:24]C(=O)OCC=C)[CH:20]=[CH:21][C:22]=2[F:23])[CH:5]=[CH:4][N:3]=1.CC(O)=O.C([SnH](CCCC)CCCC)CCC. Given the product [Cl:1][C:2]1[N:7]=[C:6]([C:8]2[S:12][C:11]([C:13]([CH3:16])([CH3:15])[CH3:14])=[N:10][C:9]=2[C:17]2[CH:18]=[C:19]([CH:20]=[CH:21][C:22]=2[F:23])[NH2:24])[CH:5]=[CH:4][N:3]=1, predict the reactants needed to synthesize it. (3) Given the product [F:33][C:34]1[CH:39]=[CH:38][C:37]([C:2]2[C:10]3[C:5](=[CH:6][CH:7]=[C:8]([N+:11]([O-:13])=[O:12])[CH:9]=3)[N:4]([C:14]([C:27]3[CH:32]=[CH:31][CH:30]=[CH:29][CH:28]=3)([C:21]3[CH:26]=[CH:25][CH:24]=[CH:23][CH:22]=3)[C:15]3[CH:20]=[CH:19][CH:18]=[CH:17][CH:16]=3)[N:3]=2)=[CH:36][C:35]=1[CH2:43][OH:44], predict the reactants needed to synthesize it. The reactants are: Br[C:2]1[C:10]2[C:5](=[CH:6][CH:7]=[C:8]([N+:11]([O-:13])=[O:12])[CH:9]=2)[N:4]([C:14]([C:27]2[CH:32]=[CH:31][CH:30]=[CH:29][CH:28]=2)([C:21]2[CH:26]=[CH:25][CH:24]=[CH:23][CH:22]=2)[C:15]2[CH:20]=[CH:19][CH:18]=[CH:17][CH:16]=2)[N:3]=1.[F:33][C:34]1[CH:39]=[CH:38][C:37](B(O)O)=[CH:36][C:35]=1[CH2:43][OH:44].[O-]P([O-])([O-])=O.[K+].[K+].[K+]. (4) Given the product [N:32]1([C:38]([O:40][C:41]([CH3:44])([CH3:43])[CH3:42])=[O:39])[CH2:37][CH2:36][N:35]([C:2]([O:20][CH:15]([C:16]([F:19])([F:18])[F:17])[C:14]([F:22])([F:21])[F:13])=[O:4])[CH2:34][CH2:33]1, predict the reactants needed to synthesize it. The reactants are: Cl[C:2](Cl)([O:4]C(=O)OC(Cl)(Cl)Cl)Cl.[F:13][C:14]([F:22])([F:21])[CH:15]([OH:20])[C:16]([F:19])([F:18])[F:17].C(N(CC)C(C)C)(C)C.[N:32]1([C:38]([O:40][C:41]([CH3:44])([CH3:43])[CH3:42])=[O:39])[CH2:37][CH2:36][NH:35][CH2:34][CH2:33]1.